From a dataset of Tyrosyl-DNA phosphodiesterase HTS with 341,365 compounds. Binary Classification. Given a drug SMILES string, predict its activity (active/inactive) in a high-throughput screening assay against a specified biological target. (1) The compound is O=c1n(c2n(nc(c2c(c1)c1ccccc1)C)C)CC(=O)NCc1ccc(OC)cc1. The result is 0 (inactive). (2) The molecule is S(=O)(=O)(N1CCC(CC1)C(=O)NCCC=1CCCCC1)c1cc(OC)c(OC)cc1. The result is 0 (inactive). (3) The molecule is O=C(N1CCc2c1cccc2)C(n1ccnc1)CC(=O)NCCCN(CC)c1cc(ccc1)C. The result is 0 (inactive). (4) The molecule is Clc1ccc(C(=O)NCCCC(=O)Nc2ccc(S(=O)(=O)Nc3ncccn3)cc2)cc1. The result is 0 (inactive). (5) The drug is s1c2ncnc(n3c4c(nc3)cccc4)c2c(c1C)C. The result is 0 (inactive). (6) The molecule is S=C(Nc1c(cccc1)C(F)(F)F)NC(=O)C(C)C. The result is 0 (inactive).